From a dataset of NCI-60 drug combinations with 297,098 pairs across 59 cell lines. Regression. Given two drug SMILES strings and cell line genomic features, predict the synergy score measuring deviation from expected non-interaction effect. Drug 1: C1=CC(=CC=C1CCC2=CNC3=C2C(=O)NC(=N3)N)C(=O)NC(CCC(=O)O)C(=O)O. Drug 2: C1=NC2=C(N=C(N=C2N1C3C(C(C(O3)CO)O)F)Cl)N. Cell line: SW-620. Synergy scores: CSS=29.3, Synergy_ZIP=-5.33, Synergy_Bliss=-7.45, Synergy_Loewe=-9.51, Synergy_HSA=-3.95.